Dataset: Full USPTO retrosynthesis dataset with 1.9M reactions from patents (1976-2016). Task: Predict the reactants needed to synthesize the given product. (1) Given the product [CH2:62]([O:64][C:59]([C:3]1[C:4]2[C:9](=[CH:8][C:7]([C:14]#[C:15][Si:16]([CH3:18])([CH3:17])[CH3:19])=[CH:6][CH:5]=2)[C:10]([CH3:12])([CH3:13])[CH2:11][C:2]=1[CH3:1])=[O:60])[CH3:63], predict the reactants needed to synthesize it. The reactants are: [CH3:1][C:2]1[CH2:11][C:10]([CH3:13])([CH3:12])[C:9]2[C:4](=[CH:5][CH:6]=[C:7]([C:14]#[C:15][Si:16]([CH3:19])([CH3:18])[CH3:17])[CH:8]=2)[C:3]=1OS(C(F)(F)F)(=O)=O.C1(P(C2C=CC=CC=2)CCCP(C2C=CC=CC=2)C2C=CC=CC=2)C=CC=CC=1.CN(C)[CH:59]=[O:60].[CH2:62]([OH:64])[CH3:63]. (2) Given the product [C:1]([C:3]1[CH:4]=[C:5]2[N:11]=[C:10]([C:12]([C:24]3[C:32]([O:33][CH3:34])=[CH:31][C:30]([CH3:35])=[C:29]4[C:25]=3[CH:26]=[CH:27][N:28]4[C:36]([O:38][C:39]([CH3:40])([CH3:41])[CH3:42])=[O:37])([N:14]([CH3:51])[S:15]([CH2:18][CH2:19][Si:20]([CH3:23])([CH3:22])[CH3:21])(=[O:17])=[O:16])[CH3:13])[N:9]([CH2:43][O:44][CH2:45][CH2:46][Si:47]([CH3:48])([CH3:49])[CH3:50])[C:6]2=[N:7][CH:8]=1)#[N:2], predict the reactants needed to synthesize it. The reactants are: [C:1]([C:3]1[CH:4]=[C:5]2[N:11]=[C:10]([C:12]([C:24]3[C:32]([O:33][CH3:34])=[CH:31][C:30]([CH3:35])=[C:29]4[C:25]=3[CH:26]=[CH:27][N:28]4[C:36]([O:38][C:39]([CH3:42])([CH3:41])[CH3:40])=[O:37])([NH:14][S:15]([CH2:18][CH2:19][Si:20]([CH3:23])([CH3:22])[CH3:21])(=[O:17])=[O:16])[CH3:13])[N:9]([CH2:43][O:44][CH2:45][CH2:46][Si:47]([CH3:50])([CH3:49])[CH3:48])[C:6]2=[N:7][CH:8]=1)#[N:2].[C:51]([O-])([O-])=O.[K+].[K+].CI. (3) Given the product [CH2:17]([O:19][C:20]([C:22]1[CH2:26][CH2:25][CH2:24][C:23]=1[C:9]1[CH:10]=[CH:11][CH:12]=[CH:13][C:8]=1[NH:7][C:1](=[O:6])[C:2]([CH3:5])([CH3:4])[CH3:3])=[O:21])[CH3:18], predict the reactants needed to synthesize it. The reactants are: [C:1]([NH:7][C:8]1[CH:13]=[CH:12][CH:11]=[CH:10][C:9]=1B(O)O)(=[O:6])[C:2]([CH3:5])([CH3:4])[CH3:3].[CH2:17]([O:19][C:20]([C:22]1[CH2:26][CH2:25][CH2:24][C:23]=1OS(C(F)(F)F)(=O)=O)=[O:21])[CH3:18].C(=O)([O-])[O-].[K+].[K+].C. (4) Given the product [CH:1]([N:14]1[CH2:19][CH2:18][N:17]([CH2:20][CH:21]2[O:25][C:24](=[O:26])[N:23]([CH2:27][CH2:54][CH2:55][C:56]3[CH:61]=[CH:60][CH:59]=[CH:58][CH:57]=3)[CH2:22]2)[CH2:16][CH2:15]1)([C:8]1[CH:9]=[CH:10][CH:11]=[CH:12][CH:13]=1)[C:2]1[CH:3]=[CH:4][CH:5]=[CH:6][CH:7]=1, predict the reactants needed to synthesize it. The reactants are: [CH:1]([N:14]1[CH2:19][CH2:18][N:17]([CH2:20][CH:21]2[O:25][C:24](=[O:26])[N:23]([CH2:27]C3C=CC(F)=CC=3)[CH2:22]2)[CH2:16][CH2:15]1)([C:8]1[CH:13]=[CH:12][CH:11]=[CH:10][CH:9]=1)[C:2]1[CH:7]=[CH:6][CH:5]=[CH:4][CH:3]=1.CC1C=CC(S(OCC2OC(=O)N(C[CH2:54][CH2:55][C:56]3[CH:61]=[CH:60][CH:59]=[CH:58][CH:57]=3)C2)(=O)=O)=CC=1.CC1C=CC(S(OCC2OC(=O)N(CC3C=CC(F)=CC=3)C2)(=O)=O)=CC=1. (5) Given the product [F:1][C:2]([F:7])([F:6])[C:3]([OH:5])=[O:4].[CH3:40][S:37]([C:34]1[CH:33]=[CH:32][C:31]([O:30][C:29]2[N:28]=[CH:27][N:26]=[C:25]3[N:21]([CH:18]4[CH2:17][CH2:16][NH:15][CH2:20][CH2:19]4)[N:22]=[CH:23][C:24]=23)=[CH:36][CH:35]=1)(=[O:39])=[O:38], predict the reactants needed to synthesize it. The reactants are: [F:1][C:2]([F:7])([F:6])[C:3]([OH:5])=[O:4].C(OC([N:15]1[CH2:20][CH2:19][CH:18]([N:21]2[C:25]3=[N:26][CH:27]=[N:28][C:29]([O:30][C:31]4[CH:36]=[CH:35][C:34]([S:37]([CH3:40])(=[O:39])=[O:38])=[CH:33][CH:32]=4)=[C:24]3[CH:23]=[N:22]2)[CH2:17][CH2:16]1)=O)(C)(C)C.